This data is from Peptide-MHC class I binding affinity with 185,985 pairs from IEDB/IMGT. The task is: Regression. Given a peptide amino acid sequence and an MHC pseudo amino acid sequence, predict their binding affinity value. This is MHC class I binding data. (1) The peptide sequence is RAWGRRLMI. The MHC is HLA-A30:01 with pseudo-sequence HLA-A30:01. The binding affinity (normalized) is 0.522. (2) The peptide sequence is TFHQTLQDPR. The MHC is HLA-A02:03 with pseudo-sequence HLA-A02:03. The binding affinity (normalized) is 0.386. (3) The peptide sequence is AVAVHDFFK. The MHC is Patr-A0101 with pseudo-sequence Patr-A0101. The binding affinity (normalized) is 0.431. (4) The peptide sequence is ICSCGAFKV. The MHC is HLA-A02:06 with pseudo-sequence HLA-A02:06. The binding affinity (normalized) is 0.00949. (5) The MHC is H-2-Kb with pseudo-sequence H-2-Kb. The peptide sequence is VENPGGYCL. The binding affinity (normalized) is 0.0735.